The task is: Predict the reactants needed to synthesize the given product.. This data is from Full USPTO retrosynthesis dataset with 1.9M reactions from patents (1976-2016). (1) Given the product [F:1][C:2]1[C:3]([NH:16][C:17]2[CH:22]=[CH:21][C:20]([CH2:23][CH2:24][C:25]([OH:29])([CH3:28])[CH2:26][CH3:27])=[CH:19][C:18]=2[F:30])=[C:4]([CH:12]=[CH:13][C:14]=1[F:15])[C:5]([NH:7][O:8][CH2:9][CH2:10][OH:11])=[O:6], predict the reactants needed to synthesize it. The reactants are: [F:1][C:2]1[C:3]([NH:16][C:17]2[CH:22]=[CH:21][C:20]([C:23]#[C:24][C:25]([OH:29])([CH3:28])[CH2:26][CH3:27])=[CH:19][C:18]=2[F:30])=[C:4]([CH:12]=[CH:13][C:14]=1[F:15])[C:5]([NH:7][O:8][CH2:9][CH2:10][OH:11])=[O:6]. (2) The reactants are: [F:1][C:2]1[C:3]([N:12]2[CH2:17][CH2:16][NH:15][CH2:14][CH2:13]2)=[N:4][CH:5]=[C:6]([C:8]([F:11])([F:10])[F:9])[CH:7]=1.[CH2:18]([O:25][C:26]1[CH:34]=[CH:33][C:32]([S:35]([CH3:38])(=[O:37])=[O:36])=[CH:31][C:27]=1[C:28](O)=[O:29])[C:19]1[CH:24]=[CH:23][CH:22]=[CH:21][CH:20]=1. Given the product [CH2:18]([O:25][C:26]1[CH:34]=[CH:33][C:32]([S:35]([CH3:38])(=[O:37])=[O:36])=[CH:31][C:27]=1[C:28]([N:15]1[CH2:16][CH2:17][N:12]([C:3]2[C:2]([F:1])=[CH:7][C:6]([C:8]([F:9])([F:10])[F:11])=[CH:5][N:4]=2)[CH2:13][CH2:14]1)=[O:29])[C:19]1[CH:20]=[CH:21][CH:22]=[CH:23][CH:24]=1, predict the reactants needed to synthesize it. (3) Given the product [I:20][C:21]1[CH:34]=[C:33]([C:35]([O:37][CH3:38])=[O:36])[C:32]2[NH:31][C:30]3[C:25](=[CH:26][CH:27]=[CH:28][CH:29]=3)[CH2:24][C:23]=2[CH:22]=1, predict the reactants needed to synthesize it. The reactants are: IC1C2CC3C(=CC=CC=3)NC=2C(C(OC)=O)=CC=1.[I:20][C:21]1[CH:34]=[C:33]([C:35]([O:37][CH3:38])=[O:36])[C:32]2[NH:31][C:30]3[C:25](=[CH:26][CH:27]=[CH:28][CH:29]=3)[C:24](=O)[C:23]=2[CH:22]=1.[K+].[Br-].NC1C=CC2N=C(C(OCC)=O)NC=2C=1.C(N(CC)CCNC(C1N=C2C=CC(I)=CN2C=1)=O)C.[N+](C1C=CC2N=C(C(OCC)=O)NC=2C=1)([O-])=O. (4) Given the product [C:1]([C:5]1[N:6]=[C:7]([N:16]2[CH2:20][CH2:19][C:18]([F:21])([F:22])[CH2:17]2)[C:8]2[N:13]=[N:12][N:11]([CH:14]3[CH2:45][S:46](=[O:49])(=[O:48])[CH2:15]3)[C:9]=2[N:10]=1)([CH3:2])([CH3:3])[CH3:4], predict the reactants needed to synthesize it. The reactants are: [C:1]([C:5]1[N:6]=[C:7]([N:16]2[CH2:20][CH2:19][C:18]([F:22])([F:21])[CH2:17]2)[C:8]2[N:13]=[N:12][N:11]([CH2:14][CH3:15])[C:9]=2[N:10]=1)([CH3:4])([CH3:3])[CH3:2].C(C1N=C(N2CCC(F)(F)C2)C2N=NNC=2N=1)(C)(C)C.BrC1C[S:46](=[O:49])(=[O:48])[CH2:45]1. (5) Given the product [Cl:28][C:27]1[CH:26]=[C:12]([CH:11]=[C:10]([Cl:29])[C:9]=1[OH:8])[C:13]([NH:15][C:16]1[CH:17]=[CH:18][C:19]([C:20]([O:22][CH3:23])=[O:21])=[CH:24][CH:25]=1)=[O:14], predict the reactants needed to synthesize it. The reactants are: C([O:8][C:9]1[C:27]([Cl:28])=[CH:26][C:12]([C:13]([NH:15][C:16]2[CH:25]=[CH:24][C:19]([C:20]([O:22][CH3:23])=[O:21])=[CH:18][CH:17]=2)=[O:14])=[CH:11][C:10]=1[Cl:29])C1C=CC=CC=1.B(Cl)(Cl)Cl. (6) Given the product [N:13]([C:8]1[CH:9]=[CH:10][CH:11]=[CH:12][C:7]=1[F:6])=[N+:14]=[N-:1], predict the reactants needed to synthesize it. The reactants are: [N:1]([O-])=O.[Na+].Cl.[F:6][C:7]1[CH:12]=[CH:11][CH:10]=[CH:9][C:8]=1[NH:13][NH2:14].